From a dataset of Reaction yield outcomes from USPTO patents with 853,638 reactions. Predict the reaction yield, written as a fraction of the theoretical maximum amount of product (1.0 means a 100% yield; for example, 0.34 means a 34% yield). (1) The reactants are N(C(N1CCCCC1)=O)=NC(N1CCCCC1)=O.[CH3:19][S:20][CH2:21][CH2:22][CH2:23][OH:24].[Br:25][C:26]1[CH:45]=[CH:44][C:29]([NH:30][C:31]2[C:40]3[C:35](=[CH:36][C:37](O)=[C:38]([O:41][CH3:42])[CH:39]=3)[N:34]=[CH:33][N:32]=2)=[C:28]([F:46])[CH:27]=1.C(P(CCCC)CCCC)CCC. The catalyst is C(Cl)Cl. The product is [Br:25][C:26]1[CH:45]=[CH:44][C:29]([NH:30][C:31]2[C:40]3[C:35](=[CH:36][C:37]([O:24][CH2:23][CH2:22][CH2:21][S:20][CH3:19])=[C:38]([O:41][CH3:42])[CH:39]=3)[N:34]=[CH:33][N:32]=2)=[C:28]([F:46])[CH:27]=1. The yield is 0.500. (2) The reactants are C(OC(=O)[NH:7][C:8]1[O:9][CH2:10][C:11]([F:35])([F:34])[C@:12]([C:15]2[CH:20]=[C:19]([NH:21][CH:22]3[C:30]4[N:29]=[CH:28][C:27]([C:31]#[N:32])=[CH:26][C:25]=4[CH2:24][CH2:23]3)[CH:18]=[CH:17][C:16]=2[F:33])([CH3:14])[N:13]=1)(C)(C)C.Cl.C(=O)(O)[O-].[Na+]. No catalyst specified. The product is [NH2:7][C:8]1[O:9][CH2:10][C:11]([F:34])([F:35])[C@:12]([C:15]2[CH:20]=[C:19]([NH:21][CH:22]3[C:30]4[N:29]=[CH:28][C:27]([C:31]#[N:32])=[CH:26][C:25]=4[CH2:24][CH2:23]3)[CH:18]=[CH:17][C:16]=2[F:33])([CH3:14])[N:13]=1. The yield is 0.140. (3) The product is [Si:21]([O:28][CH2:29][CH:30]1[CH2:31][CH2:32][N:33]([C:36]2[CH:37]=[CH:38][C:39]([NH:15][C:12]3[N:13]=[CH:14][C:9]4[C:8]5[CH:16]=[CH:17][N:18]=[C:19]([F:20])[C:7]=5[N:6]([CH:1]5[CH2:2][CH2:3][CH2:4][CH2:5]5)[C:10]=4[N:11]=3)=[N:40][CH:41]=2)[CH2:34][CH2:35]1)([C:24]([CH3:27])([CH3:25])[CH3:26])([CH3:23])[CH3:22]. The yield is 0.570. The reactants are [CH:1]1([N:6]2[C:10]3[N:11]=[C:12]([NH2:15])[N:13]=[CH:14][C:9]=3[C:8]3[CH:16]=[CH:17][N:18]=[C:19]([F:20])[C:7]2=3)[CH2:5][CH2:4][CH2:3][CH2:2]1.[Si:21]([O:28][CH2:29][CH:30]1[CH2:35][CH2:34][N:33]([C:36]2[CH:37]=[CH:38][C:39](Cl)=[N:40][CH:41]=2)[CH2:32][CH2:31]1)([C:24]([CH3:27])([CH3:26])[CH3:25])([CH3:23])[CH3:22].C1(P(C2C=CC=CC=2)C2C3OC4C(=CC=CC=4P(C4C=CC=CC=4)C4C=CC=CC=4)C(C)(C)C=3C=CC=2)C=CC=CC=1.CC(C)([O-])C.[Na+]. The catalyst is C1C=CC(/C=C/C(/C=C/C2C=CC=CC=2)=O)=CC=1.C1C=CC(/C=C/C(/C=C/C2C=CC=CC=2)=O)=CC=1.C1C=CC(/C=C/C(/C=C/C2C=CC=CC=2)=O)=CC=1.[Pd].[Pd].O1CCOCC1. (4) The reactants are [C:1]1([C:7](=[N:14][C:15]2[CH:16]=[C:17]([CH:21]([C:23]3[C:31]4[CH:30]=[N:29][CH:28]=[N:27][C:26]=4[NH:25][CH:24]=3)[OH:22])[CH:18]=[N:19][CH:20]=2)[C:8]2[CH:13]=[CH:12][CH:11]=[CH:10][CH:9]=2)[CH:6]=[CH:5][CH:4]=[CH:3][CH:2]=1. The catalyst is CC#N.O=[Mn]=O. The product is [C:1]1([C:7](=[N:14][C:15]2[CH:16]=[C:17]([C:21]([C:23]3[C:31]4[CH:30]=[N:29][CH:28]=[N:27][C:26]=4[NH:25][CH:24]=3)=[O:22])[CH:18]=[N:19][CH:20]=2)[C:8]2[CH:9]=[CH:10][CH:11]=[CH:12][CH:13]=2)[CH:6]=[CH:5][CH:4]=[CH:3][CH:2]=1. The yield is 0.610. (5) The reactants are [H-].[Na+].[N+:3]([CH2:6][CH3:7])([O-:5])=[O:4].[O:8]=[C:9]1[CH2:12][N:11]([C:13]([O:15][C:16]([CH3:19])([CH3:18])[CH3:17])=[O:14])[CH2:10]1. The catalyst is O1CCCC1. The product is [OH:8][C:9]1([CH:6]([N+:3]([O-:5])=[O:4])[CH3:7])[CH2:12][N:11]([C:13]([O:15][C:16]([CH3:19])([CH3:18])[CH3:17])=[O:14])[CH2:10]1. The yield is 0.580.